Dataset: Retrosynthesis with 50K atom-mapped reactions and 10 reaction types from USPTO. Task: Predict the reactants needed to synthesize the given product. (1) Given the product CC(C)c1nc2c(n1Cc1ccc(Cl)c(Cl)c1)C(O)CCC2, predict the reactants needed to synthesize it. The reactants are: CC(C)c1nc2c(n1Cc1ccc(Cl)c(Cl)c1)C(=O)CCC2. (2) Given the product CN1C(C(=O)Nc2ncc(Cl)s2)=C(O)c2sc3ccccc3c2S1(=O)=O, predict the reactants needed to synthesize it. The reactants are: COC(=O)C1=C(O)c2sc3ccccc3c2S(=O)(=O)N1C.Nc1ncc(Cl)s1. (3) Given the product COCc1ccc2cc(CNC(=O)c3ccc(COC)nc3N)oc2c1, predict the reactants needed to synthesize it. The reactants are: COCc1ccc(C(=O)NCc2cc3ccc(OS(=O)(=O)C(F)(F)F)cc3o2)c(N)n1.O=C(/C=C/c1ccccc1)/C=C/c1ccccc1. (4) Given the product O=C(O)c1ccc(-c2ccnnc2)cc1, predict the reactants needed to synthesize it. The reactants are: CCOC(=O)c1ccc(-c2ccnnc2)cc1. (5) The reactants are: CC1(C)OB(c2ccc(Br)cc2)OC1(C)C.COP(OC)OC. Given the product COP(=O)(OC)c1ccc(B2OC(C)(C)C(C)(C)O2)cc1, predict the reactants needed to synthesize it. (6) The reactants are: CC(O)c1ccncc1Br.Cn1c(=O)oc2ccc(B3OC(C)(C)C(C)(C)O3)cc21. Given the product CC(O)c1ccncc1-c1ccc2oc(=O)n(C)c2c1, predict the reactants needed to synthesize it. (7) Given the product CC(=O)N1CCC(n2cc(Nc3ncc(C(F)(F)F)c(CCc4ccccc4C(C)C(N)=O)n3)cn2)CC1, predict the reactants needed to synthesize it. The reactants are: CC(=O)OC(C)=O.CC(C(N)=O)c1ccccc1CCc1nc(Nc2cnn(C3CCNCC3)c2)ncc1C(F)(F)F. (8) Given the product Nc1ncc(-c2nc3c(c(N4CCOCC4)n2)OCC(C(F)(F)F)O3)cn1, predict the reactants needed to synthesize it. The reactants are: CC1(C)OB(c2cnc(N)nc2)OC1(C)C.FC(F)(F)C1COc2c(nc(Cl)nc2N2CCOCC2)O1. (9) The reactants are: CO[C@H]1CNCC[C@H]1Nc1nc2c(-c3ccc(F)c(F)c3)cccn2n1.Cc1cc(Cl)ncn1. Given the product CO[C@H]1CN(c2cc(C)ncn2)CC[C@H]1Nc1nc2c(-c3ccc(F)c(F)c3)cccn2n1, predict the reactants needed to synthesize it. (10) Given the product Brc1nnc(-c2nnn[nH]2)s1, predict the reactants needed to synthesize it. The reactants are: CCOC(=O)Cn1nnc(-c2nnc(Br)s2)n1.